From a dataset of Peptide-MHC class I binding affinity with 185,985 pairs from IEDB/IMGT. Regression. Given a peptide amino acid sequence and an MHC pseudo amino acid sequence, predict their binding affinity value. This is MHC class I binding data. (1) The peptide sequence is VMCGGSLYV. The MHC is HLA-A02:02 with pseudo-sequence HLA-A02:02. The binding affinity (normalized) is 1.00. (2) The binding affinity (normalized) is 0.168. The peptide sequence is AYAAQGYKVL. The MHC is Patr-A0701 with pseudo-sequence Patr-A0701. (3) The peptide sequence is WHDWQQVPF. The MHC is HLA-A30:01 with pseudo-sequence HLA-A30:01. The binding affinity (normalized) is 0.315. (4) The peptide sequence is KVIEKMEVL. The MHC is HLA-B08:02 with pseudo-sequence HLA-B08:02. The binding affinity (normalized) is 0.0847. (5) The peptide sequence is TWKIEKASF. The MHC is HLA-A23:01 with pseudo-sequence HLA-A23:01. The binding affinity (normalized) is 0.360. (6) The peptide sequence is YRGEYRQSR. The MHC is HLA-A03:01 with pseudo-sequence HLA-A03:01. The binding affinity (normalized) is 0.0847. (7) The peptide sequence is QWSPGPGRL. The MHC is HLA-B46:01 with pseudo-sequence HLA-B46:01. The binding affinity (normalized) is 0.0847. (8) The peptide sequence is SESRLVNQII. The MHC is H-2-Kk with pseudo-sequence H-2-Kk. The binding affinity (normalized) is 0.764. (9) The peptide sequence is WVMDTLNGI. The MHC is HLA-A02:02 with pseudo-sequence HLA-A02:02. The binding affinity (normalized) is 0.789.